From a dataset of Forward reaction prediction with 1.9M reactions from USPTO patents (1976-2016). Predict the product of the given reaction. (1) Given the reactants [Cl:1][C:2]1[CH:7]=[CH:6][N:5]=[C:4]([NH:8][C:9](=[O:15])[O:10][C:11]([CH3:14])([CH3:13])[CH3:12])[CH:3]=1.CN(C)CCN(C)C.C([Li])CCC.CCCCCC.[I:35]I.S([O-])(O)=O.[Na+], predict the reaction product. The product is: [Cl:1][C:2]1[CH:7]=[CH:6][N:5]=[C:4]([NH:8][C:9](=[O:15])[O:10][C:11]([CH3:12])([CH3:14])[CH3:13])[C:3]=1[I:35]. (2) Given the reactants [NH2:1][C:2]1[CH:11]=[C:10]2[C:5]([C:6]([NH:12][C:13]3[CH:18]=[CH:17][CH:16]=[C:15]([Br:19])[CH:14]=3)=[N:7][CH:8]=[N:9]2)=[CH:4][CH:3]=1.[C:20]1(=[O:26])[O:25][C:23](=[O:24])[CH:22]=[CH:21]1, predict the reaction product. The product is: [Br:19][C:15]1[CH:14]=[C:13]([NH:12][C:6]2[C:5]3[C:10](=[CH:11][C:2]([NH:1][C:20]([CH:21]=[CH:22][C:23]([OH:25])=[O:24])=[O:26])=[CH:3][CH:4]=3)[N:9]=[CH:8][N:7]=2)[CH:18]=[CH:17][CH:16]=1. (3) Given the reactants C(OC([N:8]1[CH2:12][CH:11]([O:13][C:14]2[CH:19]=[CH:18][C:17]([F:20])=[CH:16][C:15]=2[F:21])[CH2:10][CH:9]1[CH2:22][O:23][C:24]1[CH:33]=[CH:32][C:27]([C:28]([O:30][CH3:31])=[O:29])=[CH:26][CH:25]=1)=O)(C)(C)C.C(O)(C(F)(F)F)=O, predict the reaction product. The product is: [F:21][C:15]1[CH:16]=[C:17]([F:20])[CH:18]=[CH:19][C:14]=1[O:13][CH:11]1[CH2:12][NH:8][CH:9]([CH2:22][O:23][C:24]2[CH:33]=[CH:32][C:27]([C:28]([O:30][CH3:31])=[O:29])=[CH:26][CH:25]=2)[CH2:10]1. (4) Given the reactants C(OC(=O)[NH:7][CH2:8][CH2:9][CH2:10][C:11]1([C:29]2[CH:34]=[CH:33][CH:32]=[CH:31][CH:30]=2)[N:15]([C:16](=[O:20])[CH:17]([CH3:19])[CH3:18])[N:14]=[C:13]([C:21]2[CH:26]=[C:25]([F:27])[CH:24]=[CH:23][C:22]=2[F:28])[O:12]1)(C)(C)C.C(O)(C(F)(F)F)=O, predict the reaction product. The product is: [NH2:7][CH2:8][CH2:9][CH2:10][C:11]1([C:29]2[CH:34]=[CH:33][CH:32]=[CH:31][CH:30]=2)[N:15]([C:16](=[O:20])[CH:17]([CH3:19])[CH3:18])[N:14]=[C:13]([C:21]2[CH:26]=[C:25]([F:27])[CH:24]=[CH:23][C:22]=2[F:28])[O:12]1.